Dataset: Reaction yield outcomes from USPTO patents with 853,638 reactions. Task: Predict the reaction yield, written as a fraction of the theoretical maximum amount of product (1.0 means a 100% yield; for example, 0.34 means a 34% yield). (1) The reactants are [C:1]1([S:7]([N:10]2[C:14]3=[N:15][CH:16]=[C:17]([S:19]([CH2:21][CH3:22])=[O:20])[CH:18]=[C:13]3[CH:12]=[C:11]2[C:23](=[O:30])[CH2:24][CH:25]2[CH2:29][CH2:28][CH2:27][CH2:26]2)(=[O:9])=[O:8])[CH:6]=[CH:5][CH:4]=[CH:3][CH:2]=1.C[Si]([N-][Si](C)(C)C)(C)C.[Li+].[C:41]1([CH3:61])[CH:46]=[CH:45][C:44]([S:47](O[S:47]([C:44]2[CH:45]=[CH:46][C:41]([CH3:61])=[CH:42][CH:43]=2)(=[O:49])=[O:48])(=[O:49])=[O:48])=[CH:43][CH:42]=1. The catalyst is O1CCCC1. The product is [C:1]1([S:7]([N:10]2[C:14]3=[N:15][CH:16]=[C:17]([S:19]([CH2:21][CH3:22])=[O:20])[CH:18]=[C:13]3[CH:12]=[C:11]2[C:23]([O:30][S:47]([C:44]2[CH:45]=[CH:46][C:41]([CH3:61])=[CH:42][CH:43]=2)(=[O:49])=[O:48])=[CH:24][CH:25]2[CH2:29][CH2:28][CH2:27][CH2:26]2)(=[O:8])=[O:9])[CH:2]=[CH:3][CH:4]=[CH:5][CH:6]=1. The yield is 0.460. (2) The reactants are [CH3:1][C:2]([CH3:59])([CH2:10][C:11]([O:13][C@H:14]1[CH2:31][CH2:30][C@@:29]2([CH3:32])[C@@H:16]([CH2:17][CH2:18][C@:19]3([CH3:56])[C@@H:28]2[CH2:27][CH2:26][C@H:25]2[C@@:20]3([CH3:55])[CH2:21][CH2:22][C@@:23]3(/[CH:40]=[CH:41]/[C:42]([NH:44][C:45]4([C:48]5[CH:53]=[CH:52][C:51]([Cl:54])=[CH:50][CH:49]=5)[CH2:47][CH2:46]4)=[O:43])[CH2:35][C:34](=[O:36])[C:33]([CH:37]([CH3:39])[CH3:38])=[C:24]32)[C:15]1([CH3:58])[CH3:57])=[O:12])[C:3]([O:5]C(C)(C)C)=[O:4].[C:60]([OH:66])([C:62]([F:65])([F:64])[F:63])=[O:61].CC#N. The catalyst is ClCCl. The product is [C:60]([OH:66])([C:62]([F:65])([F:64])[F:63])=[O:61].[OH2:4].[Cl:54][C:51]1[CH:50]=[CH:49][C:48]([C:45]2([NH:44][C:42](=[O:43])/[CH:41]=[CH:40]/[C@:23]34[CH2:35][C:34](=[O:36])[C:33]([CH:37]([CH3:38])[CH3:39])=[C:24]3[C@@H:25]3[C@@:20]([CH3:55])([CH2:21][CH2:22]4)[C@@:19]4([CH3:56])[C@@H:28]([C@:29]5([CH3:32])[C@@H:16]([CH2:17][CH2:18]4)[C:15]([CH3:58])([CH3:57])[C@@H:14]([O:13][C:11](=[O:12])[CH2:10][C:2]([CH3:1])([CH3:59])[C:3]([OH:5])=[O:4])[CH2:31][CH2:30]5)[CH2:27][CH2:26]3)[CH2:47][CH2:46]2)=[CH:53][CH:52]=1. The yield is 0.000500. (3) The reactants are C(O)(=O)C.[CH:5]1([O:11][C:12]2[CH:17]=[CH:16][C:15](/[CH:18]=[CH:19]/[N+:20]([O-:22])=[O:21])=[CH:14][CH:13]=2)[CH2:10][CH2:9][CH2:8][CH2:7][CH2:6]1.[BH4-].[Na+]. The catalyst is CS(C)=O. The product is [CH:5]1([O:11][C:12]2[CH:13]=[CH:14][C:15]([CH2:18][CH2:19][N+:20]([O-:22])=[O:21])=[CH:16][CH:17]=2)[CH2:6][CH2:7][CH2:8][CH2:9][CH2:10]1. The yield is 0.440.